This data is from Reaction yield outcomes from USPTO patents with 853,638 reactions. The task is: Predict the reaction yield, written as a fraction of the theoretical maximum amount of product (1.0 means a 100% yield; for example, 0.34 means a 34% yield). (1) The reactants are [Br:1][C:2]1[C:11]2[C:6](=[CH:7][CH:8]=[CH:9][CH:10]=2)[C:5](Cl)=[N:4][CH:3]=1.CO.[CH2:15]([NH2:17])[CH3:16]. No catalyst specified. The product is [Br:1][C:2]1[C:11]2[C:6](=[CH:7][CH:8]=[CH:9][CH:10]=2)[C:5]([NH:17][CH2:15][CH3:16])=[N:4][CH:3]=1. The yield is 0.880. (2) The reactants are [CH2:1]([S:3]([NH:6][CH2:7][C:8]1[CH:13]=[CH:12][C:11]([CH:14]([CH3:18])[C:15]([OH:17])=O)=[CH:10][C:9]=1[F:19])(=[O:5])=[O:4])[CH3:2].[CH:20]([O:23][C:24]1[C:29]([CH2:30][NH2:31])=[CH:28][CH:27]=[C:26]([C:32]([F:35])([F:34])[F:33])[N:25]=1)([CH3:22])[CH3:21].ON1C2C=CC=CC=2N=N1.CN(C)CCCN=C=NCC.C(N(CC)CC)C. The catalyst is O1CCOCC1. The product is [CH2:1]([S:3]([NH:6][CH2:7][C:8]1[CH:13]=[CH:12][C:11]([CH:14]([CH3:18])[C:15]([NH:31][CH2:30][C:29]2[C:24]([O:23][CH:20]([CH3:22])[CH3:21])=[N:25][C:26]([C:32]([F:33])([F:34])[F:35])=[CH:27][CH:28]=2)=[O:17])=[CH:10][C:9]=1[F:19])(=[O:4])=[O:5])[CH3:2]. The yield is 0.620. (3) The reactants are C1C(=O)N([Br:8])C(=O)C1.[CH3:9][C:10]1[S:14][C:13]([C:15]([O:17][CH3:18])=[O:16])=[CH:12][C:11]=1[C:19]1[N:23]([CH3:24])[N:22]=[CH:21][CH:20]=1. The catalyst is O1CCCC1. The product is [Br:8][C:20]1[CH:21]=[N:22][N:23]([CH3:24])[C:19]=1[C:11]1[CH:12]=[C:13]([C:15]([O:17][CH3:18])=[O:16])[S:14][C:10]=1[CH3:9]. The yield is 0.920. (4) The reactants are [CH3:1][O:2][C:3]1[CH:4]=[CH:5][C:6]([N+:11]([O-:13])=[O:12])=[C:7]([CH2:9][OH:10])[CH:8]=1.C1C=C[NH+]=CC=1.C1C=C[NH+]=CC=1.[O-][Cr](O[Cr]([O-])(=O)=O)(=O)=O. The catalyst is C(Cl)Cl. The product is [CH3:1][O:2][C:3]1[CH:4]=[CH:5][C:6]([N+:11]([O-:13])=[O:12])=[C:7]([CH:8]=1)[CH:9]=[O:10]. The yield is 0.570. (5) The reactants are [CH3:1][C:2]1([CH3:14])[C:6]([CH3:8])([CH3:7])[O:5][B:4]([C:9]2[CH:10]=[N:11][NH:12][CH:13]=2)[O:3]1.C([O-])([O-])=O.[Cs+].[Cs+].Br[CH2:22][C:23]([O:25][CH3:26])=[O:24]. The catalyst is CN(C=O)C.CCOC(C)=O. The product is [CH3:26][O:25][C:23](=[O:24])[CH2:22][N:12]1[CH:13]=[C:9]([B:4]2[O:5][C:6]([CH3:7])([CH3:8])[C:2]([CH3:14])([CH3:1])[O:3]2)[CH:10]=[N:11]1. The yield is 0.470. (6) The reactants are Cl[C:2]1[N:6]2[CH:7]=[C:8]([F:11])[CH:9]=[CH:10][C:5]2=[N:4][N:3]=1.[CH3:12][N:13]1[CH2:19][CH2:18][CH2:17][NH:16][CH2:15][CH2:14]1. The catalyst is CC(N(C)C)=O. The product is [F:11][C:8]1[CH:9]=[CH:10][C:5]2[N:6]([C:2]([N:16]3[CH2:17][CH2:18][CH2:19][N:13]([CH3:12])[CH2:14][CH2:15]3)=[N:3][N:4]=2)[CH:7]=1. The yield is 0.770.